From a dataset of Peptide-MHC class I binding affinity with 185,985 pairs from IEDB/IMGT. Regression. Given a peptide amino acid sequence and an MHC pseudo amino acid sequence, predict their binding affinity value. This is MHC class I binding data. The peptide sequence is AINSEMFLR. The MHC is HLA-B42:01 with pseudo-sequence HLA-B42:01. The binding affinity (normalized) is 0.